From a dataset of Reaction yield outcomes from USPTO patents with 853,638 reactions. Predict the reaction yield, written as a fraction of the theoretical maximum amount of product (1.0 means a 100% yield; for example, 0.34 means a 34% yield). The reactants are [Cl:1][C:2]1[N:3]=[C:4](Cl)[C:5]2[CH:10]=[CH:9][N:8]([CH2:11][O:12][CH2:13][CH2:14][Si:15]([CH3:18])([CH3:17])[CH3:16])[C:6]=2[N:7]=1.[NH2:20][C@H:21]1[CH2:24][C@H:23]([NH:25][C:26](=[O:32])[O:27][C:28]([CH3:31])([CH3:30])[CH3:29])[CH2:22]1.CCN(C(C)C)C(C)C. The product is [Cl:1][C:2]1[N:3]=[C:4]([NH:20][C@H:21]2[CH2:22][C@H:23]([NH:25][C:26](=[O:32])[O:27][C:28]([CH3:30])([CH3:29])[CH3:31])[CH2:24]2)[C:5]2[CH:10]=[CH:9][N:8]([CH2:11][O:12][CH2:13][CH2:14][Si:15]([CH3:18])([CH3:17])[CH3:16])[C:6]=2[N:7]=1. The yield is 0.520. The catalyst is CC(O)C.